Binary Classification. Given a miRNA mature sequence and a target amino acid sequence, predict their likelihood of interaction. From a dataset of Experimentally validated miRNA-target interactions with 360,000+ pairs, plus equal number of negative samples. (1) The miRNA is hsa-miR-518d-5p with sequence CUCUAGAGGGAAGCACUUUCUG. The protein sequence of the target gene is MLGLLGSTALVGWITGAAVAVLLLLLLLATCLFHGRQDCDVERNRTAAGGNRVRRAQPWPFRRRGHLGIFHHHRHPGHVSHVPNVGLHHHHHPRHTPHHLHHHHHPHRHHPRHAR. Result: 0 (no interaction). (2) The miRNA is hsa-miR-3529-5p with sequence AGGUAGACUGGGAUUUGUUGUU. The protein sequence of the target gene is MPGRKARRNAPVNPTRAELPPEFAAQLRKIGDKVYCTWSAPDITVVLAQMPGKSQKSRMRSPSPTRVPADLKDECAQLRRIGDKVNLRQKLLNLISKLFNLVT. Result: 0 (no interaction). (3) The miRNA is hsa-miR-5004-5p with sequence UGAGGACAGGGCAAAUUCACGA. The protein sequence of the target gene is MPTVVVMDVSLSMTRPVSIEGSEEYQRKHLAAHGLTMLFEHMATNYKLEFTALVVFSSLWELMVPFTRDYNTLQEALSNMDDYDKTCLESALVGVCNIVQQEWGGAIPCQVVLVTDGCLGIGRGSLRHSLATQNQRSESNRFPLPFPFPSKLYIMCMANLEELQSTDSLECLERLIDLNNGEGQIFTIDGPLCLKNVQSMFGKLIDLAYTPFHAVLKCGHLTADVQVFPRPEPFVVDEEIDPIPKVINTDLEIVGFIDIADISSPPVLSRHLVLPIALNKEGDEVGTGITDDNEDENSAN.... Result: 0 (no interaction). (4) The miRNA is rno-miR-429 with sequence UAAUACUGUCUGGUAAUGCCGU. The protein sequence of the target gene is MMHFKSGLELTELQNMTVPEDDNVSNDSNDFTEVENGQINSKFISDRESRRSLTNSHLEKRKCDEYIPGTTSLGMSVFNLSNAIMGSGILGLAFALANTGILLFLILLTSVTLLSIYSINLLLICSKETGCMVYEKLGEQVFGTTGKLVIFGATSLQNTGAMLSYLFIVKNELPSAIKSLMGEEDAFSAWYVDGRVLVVMVTFGIILPLCLLKNLGYLGYTSGFSLSCMMFFLIVVIYKKFQTPCMSVEQNSTVSANVTDACTPKYVTFNSKTVYALPTIAFAFVCHPSVLPIYSELKDR.... Result: 0 (no interaction). (5) The miRNA is hsa-miR-4730 with sequence CUGGCGGAGCCCAUUCCAUGCCA. The protein sequence of the target gene is MSADSSPLVGSTPTGYGTLTIGTSIDPLSSSVSSVRLSGYCGSPWRVIGYHVVVWMMAGIPLLLFRWKPLWGVRLRLRPCNLAHAETLVIEIRDKEDSSWQLFTVQVQTEAIGEGSLEPSPQSQAEDGRSQAAVGAVPEGAWKDTAQLHKSEEAVSVGQKRVLRYYLFQGQRYIWIETQQAFYQVSLLDHGRSCDDVHRSRHGLSLQDQMVRKAIYGPNVISIPVKSYPQLLVDEALNPYYGFQAFSIALWLADHYYWYALCIFLISSISICLSLYKTRKQSQTLRDMVKLSMRVCVCRP.... Result: 0 (no interaction).